The task is: Predict the product of the given reaction.. This data is from Forward reaction prediction with 1.9M reactions from USPTO patents (1976-2016). (1) Given the reactants [Br:1][C:2]1[C:7]([N+:8]([O-])=O)=[CH:6][CH:5]=[CH:4][N:3]=1.[CH:11]([Mg]Br)=[CH2:12], predict the reaction product. The product is: [Br:1][C:2]1[N:3]=[CH:4][CH:5]=[C:6]2[C:7]=1[NH:8][CH:12]=[CH:11]2. (2) Given the reactants Cl[C:2]1[N:7]=[C:6]([Cl:8])[N:5]=[CH:4][N:3]=1.CN(C=O)C.CCN(C(C)C)C(C)C.[NH2:23][C:24]1[CH:25]=[C:26]([CH2:30][C:31]([NH2:33])=[O:32])[CH:27]=[CH:28][CH:29]=1, predict the reaction product. The product is: [Cl:8][C:6]1[N:5]=[CH:4][N:3]=[C:2]([NH:23][C:24]2[CH:25]=[C:26]([CH2:30][C:31]([NH2:33])=[O:32])[CH:27]=[CH:28][CH:29]=2)[N:7]=1.